From a dataset of Forward reaction prediction with 1.9M reactions from USPTO patents (1976-2016). Predict the product of the given reaction. (1) Given the reactants [NH2:1][C:2]1[CH:3]=[C:4]2[C:8](=[CH:9][CH:10]=1)[C:7](=[O:11])[N:6]([CH2:12][CH2:13][CH2:14][CH3:15])[CH2:5]2.[CH:16]([C:18]1[CH:19]=[N:20][CH:21]=[CH:22][C:23]=1[NH:24][C:25](=[O:30])[C:26]([CH3:29])([CH3:28])[CH3:27])=O.C([O-])(O)=O.[Na+].[BH4-].[Na+], predict the reaction product. The product is: [CH2:12]([N:6]1[CH2:5][C:4]2[C:8](=[CH:9][CH:10]=[C:2]([NH:1][CH2:16][C:18]3[CH:19]=[N:20][CH:21]=[CH:22][C:23]=3[NH:24][C:25](=[O:30])[C:26]([CH3:28])([CH3:27])[CH3:29])[CH:3]=2)[C:7]1=[O:11])[CH2:13][CH2:14][CH3:15]. (2) Given the reactants [NH2:1][CH2:2][CH2:3][CH2:4][CH2:5][CH2:6][CH2:7][CH2:8][C:9]([OH:11])=[O:10].C([O-])([O-])=O.[K+].[K+].[C:18](Cl)([O:20][CH2:21][C:22]1[CH:27]=[CH:26][CH:25]=[CH:24][CH:23]=1)=[O:19], predict the reaction product. The product is: [CH2:21]([O:20][C:18]([NH:1][CH2:2][CH2:3][CH2:4][CH2:5][CH2:6][CH2:7][CH2:8][C:9]([OH:11])=[O:10])=[O:19])[C:22]1[CH:27]=[CH:26][CH:25]=[CH:24][CH:23]=1. (3) The product is: [N:7]1([C:3]2[CH:4]=[C:5]([NH2:6])[NH:14][N:13]=2)[CH2:11][CH2:10][CH2:9][CH2:8]1. Given the reactants CS/[C:3](/[N:7]1[CH2:11][CH2:10][CH2:9][CH2:8]1)=[CH:4]\[C:5]#[N:6].O.[NH2:13][NH2:14], predict the reaction product. (4) Given the reactants [C@H:1]1([NH:10][C:11]2[CH:20]=[CH:19][C:18]3[C:13](=[CH:14][CH:15]=[CH:16][C:17]=3[N+:21]([O-])=O)[N:12]=2)[C:9]2[C:4](=[CH:5][CH:6]=[CH:7][CH:8]=2)[CH2:3][CH2:2]1.[F:24][C:25]1[CH:26]=[C:27]([CH:31]=[C:32]([F:34])[CH:33]=1)[C:28](Cl)=[O:29].Cl, predict the reaction product. The product is: [F:24][C:25]1[CH:26]=[C:27]([CH:31]=[C:32]([F:34])[CH:33]=1)[C:28]([NH:21][C:17]1[CH:16]=[CH:15][CH:14]=[C:13]2[C:18]=1[CH:19]=[CH:20][C:11]([NH:10][C@H:1]1[C:9]3[C:4](=[CH:5][CH:6]=[CH:7][CH:8]=3)[CH2:3][CH2:2]1)=[N:12]2)=[O:29].